From a dataset of Reaction yield outcomes from USPTO patents with 853,638 reactions. Predict the reaction yield, written as a fraction of the theoretical maximum amount of product (1.0 means a 100% yield; for example, 0.34 means a 34% yield). (1) The reactants are Br[C:2]1[CH:11]=[CH:10][C:5]([C:6]([O:8][CH3:9])=[O:7])=[C:4]([Cl:12])[CH:3]=1.[CH:13]1(B(O)O)[CH2:15][CH2:14]1.[O-]P([O-])([O-])=O.[K+].[K+].[K+].C1(C)C=CC=CC=1. The catalyst is C1C=CC([P]([Pd]([P](C2C=CC=CC=2)(C2C=CC=CC=2)C2C=CC=CC=2)([P](C2C=CC=CC=2)(C2C=CC=CC=2)C2C=CC=CC=2)[P](C2C=CC=CC=2)(C2C=CC=CC=2)C2C=CC=CC=2)(C2C=CC=CC=2)C2C=CC=CC=2)=CC=1.O. The product is [Cl:12][C:4]1[CH:3]=[C:2]([CH:13]2[CH2:15][CH2:14]2)[CH:11]=[CH:10][C:5]=1[C:6]([O:8][CH3:9])=[O:7]. The yield is 0.630. (2) The reactants are Br[C:2]1[CH:14]=[CH:13][C:5]([C:6]([N:8]([CH2:11][CH3:12])[CH2:9][CH3:10])=[O:7])=[C:4]([F:15])[CH:3]=1.C(=O)([O-])[O-].[K+].[K+].[CH2:22]([Zn]CC)[CH3:23].ClCCl. The catalyst is CN(C=O)C.C1(C)C=CC=CC=1.C(OCC)(=O)C.C1C=CC(P(C2C=CC=CC=2)[C-]2C=CC=C2)=CC=1.C1C=CC(P(C2C=CC=CC=2)[C-]2C=CC=C2)=CC=1.Cl[Pd]Cl.[Fe+2]. The product is [CH2:9]([N:8]([CH2:11][CH3:12])[C:6](=[O:7])[C:5]1[CH:13]=[CH:14][C:2]([CH2:22][CH3:23])=[CH:3][C:4]=1[F:15])[CH3:10]. The yield is 0.880. (3) The reactants are [F:1][C:2]1[CH:10]=[C:9]([OH:11])[CH:8]=[CH:7][C:3]=1[C:4]([OH:6])=O.[CH2:12]([N:16]1[C:24]2[N:23]=[C:22]([Cl:25])[NH:21][C:20]=2[C:19](=[O:26])[N:18]([CH2:27][CH2:28][CH2:29][CH2:30][C:31](=[NH:34])[NH:32]O)[C:17]1=[O:35])[CH2:13][CH2:14][CH3:15]. The catalyst is CS(C)=O. The product is [CH2:12]([N:16]1[C:24]2[N:23]=[C:22]([Cl:25])[NH:21][C:20]=2[C:19](=[O:26])[N:18]([CH2:27][CH2:28][CH2:29][CH2:30][C:31]2[N:32]=[C:4]([C:3]3[CH:7]=[CH:8][C:9]([OH:11])=[CH:10][C:2]=3[F:1])[O:6][N:34]=2)[C:17]1=[O:35])[CH2:13][CH2:14][CH3:15]. The yield is 0.280. (4) The reactants are [Br:1][C:2]1[C:14](=[O:15])[N:13]([CH:16]2[CH2:20][CH2:19][CH2:18][CH2:17]2)[C:5]2[N:6]=[C:7](S(C)=O)[N:8]=[CH:9][C:4]=2[CH:3]=1.N[C:22]1C=CC(C(N)=O)=CN=1.O.C(OCC)C. The catalyst is C1(C)C=CC=CC=1.CS(C)=O. The product is [Br:1][C:2]1[C:14](=[O:15])[N:13]([CH:16]2[CH2:20][CH2:19][CH2:18][CH2:17]2)[C:5]2[N:6]=[C:7]([CH3:22])[N:8]=[CH:9][C:4]=2[CH:3]=1. The yield is 0.180. (5) The reactants are [O:1]1[CH2:3][CH:2]1[CH2:4][N:5]1[CH2:14][CH2:13][C:12]2[C:7](=[CH:8][CH:9]=[CH:10][CH:11]=2)[CH2:6]1.[NH3:15]. The catalyst is CCO. The product is [NH2:15][CH2:3][CH:2]([OH:1])[CH2:4][N:5]1[CH2:14][CH2:13][C:12]2[C:7](=[CH:8][CH:9]=[CH:10][CH:11]=2)[CH2:6]1. The yield is 0.960.